This data is from Peptide-MHC class II binding affinity with 134,281 pairs from IEDB. The task is: Regression. Given a peptide amino acid sequence and an MHC pseudo amino acid sequence, predict their binding affinity value. This is MHC class II binding data. (1) The peptide sequence is EKKYFAATQFEPLLA. The MHC is HLA-DPA10201-DPB10101 with pseudo-sequence HLA-DPA10201-DPB10101. The binding affinity (normalized) is 0.977. (2) The peptide sequence is ATAAAIQLKCSDSMP. The MHC is DRB1_0802 with pseudo-sequence DRB1_0802. The binding affinity (normalized) is 0.351. (3) The peptide sequence is KSKYKLATSVLAGLL. The MHC is DRB1_0802 with pseudo-sequence DRB1_0802. The binding affinity (normalized) is 0.647. (4) The peptide sequence is TQLATLRKLCIEGKI. The MHC is DRB1_0901 with pseudo-sequence DRB1_0901. The binding affinity (normalized) is 0.283. (5) The peptide sequence is FWYVNHTGFNVHSLP. The MHC is H-2-IAb with pseudo-sequence H-2-IAb. The binding affinity (normalized) is 0.0899.